Dataset: Catalyst prediction with 721,799 reactions and 888 catalyst types from USPTO. Task: Predict which catalyst facilitates the given reaction. Reactant: C(OC(=O)[NH:7][CH:8]1[CH2:13][CH2:12][C:11]([F:15])([F:14])[CH2:10][CH2:9]1)(C)(C)C. Product: [F:14][C:11]1([F:15])[CH2:12][CH2:13][CH:8]([NH2:7])[CH2:9][CH2:10]1. The catalyst class is: 67.